Dataset: Forward reaction prediction with 1.9M reactions from USPTO patents (1976-2016). Task: Predict the product of the given reaction. (1) Given the reactants [CH3:1][NH:2][C:3]1[CH:4]=[N:5][CH:6]=[CH:7][C:8]=1[C:9]1[CH:14]=[CH:13][CH:12]=[CH:11][C:10]=1[CH3:15].[CH3:16][N:17]([CH3:34])[S:18]([C:21]1[CH:22]=[C:23]([CH:27]=[C:28]([C:30]([F:33])([F:32])[F:31])[CH:29]=1)[C:24]([OH:26])=O)(=[O:20])=[O:19], predict the reaction product. The product is: [CH3:34][N:17]([CH3:16])[S:18]([C:21]1[CH:22]=[C:23]([CH:27]=[C:28]([C:30]([F:33])([F:32])[F:31])[CH:29]=1)[C:24]([N:2]([CH3:1])[C:3]1[CH:4]=[N:5][CH:6]=[CH:7][C:8]=1[C:9]1[CH:14]=[CH:13][CH:12]=[CH:11][C:10]=1[CH3:15])=[O:26])(=[O:19])=[O:20]. (2) Given the reactants [CH2:1]([O:8][C:9]([N:11]1[CH2:16][C@H:15]([O:17][CH2:18][C:19]2[CH:20]=[CH:21][C:22]3[O:27][CH2:26][CH2:25][N:24]([CH2:28][CH2:29][CH2:30][O:31][CH3:32])[C:23]=3[CH:33]=2)[C@@H:14]([C:34]2[CH:39]=[CH:38][C:37]([O:40][CH3:41])=[CH:36][CH:35]=2)[CH2:13][C@H:12]1[CH2:42][CH2:43]OS(C)(=O)=O)=[O:10])[C:2]1[CH:7]=[CH:6][CH:5]=[CH:4][CH:3]=1.[N-:49]=[N+:50]=[N-:51].[Na+], predict the reaction product. The product is: [CH2:1]([O:8][C:9]([N:11]1[CH2:16][C@H:15]([O:17][CH2:18][C:19]2[CH:20]=[CH:21][C:22]3[O:27][CH2:26][CH2:25][N:24]([CH2:28][CH2:29][CH2:30][O:31][CH3:32])[C:23]=3[CH:33]=2)[C@@H:14]([C:34]2[CH:39]=[CH:38][C:37]([O:40][CH3:41])=[CH:36][CH:35]=2)[CH2:13][C@H:12]1[CH2:42][CH2:43][N:49]=[N+:50]=[N-:51])=[O:10])[C:2]1[CH:7]=[CH:6][CH:5]=[CH:4][CH:3]=1. (3) Given the reactants C(N(CC)CC)C.[C:8]([O:11][C:12]1[CH:21]=[CH:20][CH:19]=[C:18]2[C:13]=1[CH:14]=[CH:15][C:16]([S:22](Cl)(=[O:24])=[O:23])=[CH:17]2)(=[O:10])[CH3:9].[CH2:26]([NH2:33])[C:27]1[CH:32]=[CH:31][CH:30]=[CH:29][CH:28]=1.Cl, predict the reaction product. The product is: [C:8]([O:11][C:12]1[CH:21]=[CH:20][CH:19]=[C:18]2[C:13]=1[CH:14]=[CH:15][C:16]([S:22]([NH:33][CH2:26][C:27]1[CH:32]=[CH:31][CH:30]=[CH:29][CH:28]=1)(=[O:24])=[O:23])=[CH:17]2)(=[O:10])[CH3:9]. (4) Given the reactants [CH3:1][C@H:2]1[O:7][C@@H:6]([CH3:8])[CH2:5][N:4]([CH2:9][C:10]2[O:14][C:13]([C:15]3[CH:23]=[C:22]([C:24]4[CH:25]=[C:26]([NH:32][S:33]([C:36]5[CH:41]=[CH:40][C:39]([F:42])=[CH:38][C:37]=5[F:43])(=[O:35])=[O:34])[C:27]([O:30][CH3:31])=[N:28][CH:29]=4)[CH:21]=[C:20]4[C:16]=3[CH:17]=[N:18][N:19]4S(C3C=CC=CC=3)(=O)=O)=[N:12][CH:11]=2)[CH2:3]1.[OH-].[Na+], predict the reaction product. The product is: [CH3:1][C@H:2]1[O:7][C@@H:6]([CH3:8])[CH2:5][N:4]([CH2:9][C:10]2[O:14][C:13]([C:15]3[CH:23]=[C:22]([C:24]4[CH:25]=[C:26]([NH:32][S:33]([C:36]5[CH:41]=[CH:40][C:39]([F:42])=[CH:38][C:37]=5[F:43])(=[O:34])=[O:35])[C:27]([O:30][CH3:31])=[N:28][CH:29]=4)[CH:21]=[C:20]4[C:16]=3[CH:17]=[N:18][NH:19]4)=[N:12][CH:11]=2)[CH2:3]1. (5) Given the reactants [CH3:1][CH:2]([C@H:4]([NH2:23])[C:5]([O:7][CH2:8][CH2:9][O:10][CH2:11][N:12]1[C:16]2[NH:17][C:18]([NH2:22])=[N:19][C:20](=[O:21])[C:15]=2[N:14]=[CH:13]1)=[O:6])[CH3:3].[C:24]([OH:31])(=[O:30])/[CH:25]=[CH:26]/[C:27]([OH:29])=[O:28], predict the reaction product. The product is: [CH3:3][CH:2]([C@H:4]([NH2:23])[C:5]([O:7][CH2:8][CH2:9][O:10][CH2:11][N:12]1[C:16]2[NH:17][C:18]([NH2:22])=[N:19][C:20](=[O:21])[C:15]=2[N:14]=[CH:13]1)=[O:6])[CH3:1].[C:24]([O-:31])(=[O:30])/[CH:25]=[CH:26]/[C:27]([O-:29])=[O:28]. (6) The product is: [CH3:1][C:2]1[CH:7]=[CH:6][C:5]([C:8]2[O:12][N:11]=[CH:10][C:9]=2[C:13]([N:16]2[CH2:20][CH2:19][CH:18]([C:21]3[CH:22]=[N:23][CH:24]=[CH:25][CH:26]=3)[CH2:17]2)=[O:14])=[CH:4][CH:3]=1. Given the reactants [CH3:1][C:2]1[CH:7]=[CH:6][C:5]([C:8]2[O:12][N:11]=[CH:10][C:9]=2[C:13](Cl)=[O:14])=[CH:4][CH:3]=1.[NH:16]1[CH2:20][CH2:19][CH:18]([C:21]2[CH:22]=[N:23][CH:24]=[CH:25][CH:26]=2)[CH2:17]1, predict the reaction product. (7) Given the reactants P(Cl)(Cl)([Cl:3])=O.[N:6]1[C:15]2[CH2:14][C:13](=O)[NH:12][C:11](=O)[C:10]=2[CH:9]=[CH:8][CH:7]=1.C(=O)([O-])[O-].[Na+].[Na+].[ClH:24], predict the reaction product. The product is: [Cl:24][C:11]1[N:12]=[C:13]([Cl:3])[CH:14]=[C:15]2[C:10]=1[CH:9]=[CH:8][CH:7]=[N:6]2.